From a dataset of Reaction yield outcomes from USPTO patents with 853,638 reactions. Predict the reaction yield, written as a fraction of the theoretical maximum amount of product (1.0 means a 100% yield; for example, 0.34 means a 34% yield). The reactants are [NH2:1][CH:2]1[CH:11]([CH2:12][C:13]2[CH:18]=[CH:17][CH:16]=[CH:15][CH:14]=2)[C:10]2[CH:9]=[C:8]([CH2:19][NH:20][S:21]([CH:24]3[CH2:27][CH2:26][CH2:25]3)(=[O:23])=[O:22])[CH:7]=[CH:6][C:5]=2[CH2:4][CH2:3]1.[O:28]1[CH2:31][C:30](=O)[CH2:29]1.C[Si]([C:37]#[N:38])(C)C. The catalyst is C(OCC)(=O)C. The product is [CH2:12]([CH:11]1[C:10]2[CH:9]=[C:8]([CH2:19][NH:20][S:21]([CH:24]3[CH2:27][CH2:26][CH2:25]3)(=[O:23])=[O:22])[CH:7]=[CH:6][C:5]=2[CH2:4][CH2:3][CH:2]1[NH:1][C:30]1([C:37]#[N:38])[CH2:31][O:28][CH2:29]1)[C:13]1[CH:18]=[CH:17][CH:16]=[CH:15][CH:14]=1. The yield is 0.110.